Dataset: Peptide-MHC class I binding affinity with 185,985 pairs from IEDB/IMGT. Task: Regression. Given a peptide amino acid sequence and an MHC pseudo amino acid sequence, predict their binding affinity value. This is MHC class I binding data. (1) The peptide sequence is YVLDHLIVV. The MHC is HLA-B58:01 with pseudo-sequence HLA-B58:01. The binding affinity (normalized) is 0.163. (2) The peptide sequence is GLCNYGGIL. The MHC is HLA-A02:02 with pseudo-sequence HLA-A02:02. The binding affinity (normalized) is 0.576. (3) The peptide sequence is YQGDYKLFL. The MHC is HLA-A11:01 with pseudo-sequence HLA-A11:01. The binding affinity (normalized) is 0.